This data is from Peptide-MHC class I binding affinity with 185,985 pairs from IEDB/IMGT. The task is: Regression. Given a peptide amino acid sequence and an MHC pseudo amino acid sequence, predict their binding affinity value. This is MHC class I binding data. The MHC is HLA-A02:06 with pseudo-sequence HLA-A02:06. The binding affinity (normalized) is 1.00. The peptide sequence is ILMDTICGT.